From a dataset of Full USPTO retrosynthesis dataset with 1.9M reactions from patents (1976-2016). Predict the reactants needed to synthesize the given product. (1) Given the product [O:13]=[C:12]1[N:19]([C:20]2[CH:38]=[CH:37][C:36]([O:35][C:32]3[CH:31]=[CH:30][CH:29]=[CH:34][CH:33]=3)=[CH:41][CH:40]=2)[CH:23]=[CH:22][N:9]1[C:8]1[CH:10]=[CH:11][C:5]([NH:1][C:2](=[O:3])[CH3:4])=[CH:6][CH:7]=1, predict the reactants needed to synthesize it. The reactants are: [NH:1]([C:5]1[CH:11]=[CH:10][C:8]([NH2:9])=[CH:7][CH:6]=1)[C:2]([CH3:4])=[O:3].[C:12]([N:19]1[CH:23]=[CH:22]N=[CH:20]1)(N1C=CN=C1)=[O:13].COC(OC)CN[C:29]1[CH:34]=[CH:33][C:32]([O:35][C:36]2[CH:41]=[CH:40]C=[CH:38][CH:37]=2)=[CH:31][CH:30]=1.FC(F)(F)C(O)=O. (2) Given the product [Na+:11].[NH2:1][CH2:2][CH2:3][CH2:4][CH2:5][CH2:6][C:7]([O-:9])=[O:8], predict the reactants needed to synthesize it. The reactants are: [NH2:1][CH2:2][CH2:3][CH2:4][CH2:5][CH2:6][C:7]([OH:9])=[O:8].[OH-].[Na+:11].